This data is from Forward reaction prediction with 1.9M reactions from USPTO patents (1976-2016). The task is: Predict the product of the given reaction. (1) Given the reactants [N:1]1([C:7]2[CH:12]=[CH:11][C:10]([NH:13][C:14]([C:16]3[CH2:21][CH2:20][CH2:19][CH2:18][C:17]=3[C:22]3[CH:27]=[CH:26][C:25]([C:28]([F:31])([F:30])[F:29])=[CH:24][CH:23]=3)=[O:15])=[CH:9][CH:8]=2)[CH2:6][CH2:5][NH:4][CH2:3][CH2:2]1.[C:32]([O:36][C:37]([NH:39][C:40]1[N:45]=[C:44]([CH2:46][C:47](O)=[O:48])[CH:43]=[CH:42][CH:41]=1)=[O:38])([CH3:35])([CH3:34])[CH3:33].ON1C2C=CC=CC=2N=N1.Cl.CN(C)CCCN=C=NCC, predict the reaction product. The product is: [O:48]=[C:47]([N:4]1[CH2:5][CH2:6][N:1]([C:7]2[CH:8]=[CH:9][C:10]([NH:13][C:14]([C:16]3[CH2:21][CH2:20][CH2:19][CH2:18][C:17]=3[C:22]3[CH:23]=[CH:24][C:25]([C:28]([F:29])([F:31])[F:30])=[CH:26][CH:27]=3)=[O:15])=[CH:11][CH:12]=2)[CH2:2][CH2:3]1)[CH2:46][C:44]1[N:45]=[C:40]([NH:39][C:37](=[O:38])[O:36][C:32]([CH3:34])([CH3:33])[CH3:35])[CH:41]=[CH:42][CH:43]=1. (2) Given the reactants [Br:1][C:2]1[N:7]=[C:6]([N+:8]([O-:10])=[O:9])[C:5]([OH:11])=[CH:4][CH:3]=1.C(=O)([O-])[O-].[K+].[K+].Br[CH2:19][C:20]1[CH:25]=[CH:24][CH:23]=[CH:22][CH:21]=1, predict the reaction product. The product is: [CH2:19]([O:11][C:5]1[C:6]([N+:8]([O-:10])=[O:9])=[N:7][C:2]([Br:1])=[CH:3][CH:4]=1)[C:20]1[CH:25]=[CH:24][CH:23]=[CH:22][CH:21]=1. (3) Given the reactants C[O:2][C:3]1[CH:35]=[CH:34][C:6]([O:7][C:8]2[N:13]=[C:12]([CH3:14])[C:11]([CH2:15][N:16]3[CH2:21][CH2:20][CH:19]([N:22]4[C@H:26]([C:27]5[CH:32]=[CH:31][CH:30]=[CH:29][CH:28]=5)[CH2:25][NH:24][C:23]4=[O:33])[CH2:18][CH2:17]3)=[CH:10][CH:9]=2)=[CH:5][CH:4]=1.B(Br)(Br)Br.CO, predict the reaction product. The product is: [OH:2][C:3]1[CH:4]=[CH:5][C:6]([O:7][C:8]2[N:13]=[C:12]([CH3:14])[C:11]([CH2:15][N:16]3[CH2:17][CH2:18][CH:19]([N:22]4[C@H:26]([C:27]5[CH:28]=[CH:29][CH:30]=[CH:31][CH:32]=5)[CH2:25][NH:24][C:23]4=[O:33])[CH2:20][CH2:21]3)=[CH:10][CH:9]=2)=[CH:34][CH:35]=1. (4) Given the reactants [H-].[Na+].[Cl:3][C:4]1[CH:5]=[CH:6][C:7]([CH3:17])=[C:8]([C:10]2[C:11]([C:15]#[N:16])=[CH:12][NH:13][CH:14]=2)[CH:9]=1.Cl[C:19]1[C:24]2=[CH:25][CH:26]=[CH:27][N:23]2[N:22]=[CH:21][N:20]=1.[NH4+].[Cl-], predict the reaction product. The product is: [Cl:3][C:4]1[CH:5]=[CH:6][C:7]([CH3:17])=[C:8]([C:10]2[C:11]([C:15]#[N:16])=[CH:12][N:13]([C:19]3[C:24]4=[CH:25][CH:26]=[CH:27][N:23]4[N:22]=[CH:21][N:20]=3)[CH:14]=2)[CH:9]=1. (5) Given the reactants Cl[C:2]1[N:3]=[C:4]([OH:12])[C:5]2[CH:11]=[CH:10][N:9]=[CH:8][C:6]=2[N:7]=1.[C:13]1([N:19]2[C:28]3[C:23](=[CH:24][C:25]([OH:29])=[CH:26][CH:27]=3)[CH2:22][CH2:21][CH2:20]2)[CH:18]=[CH:17][CH:16]=[CH:15][CH:14]=1, predict the reaction product. The product is: [C:13]1([N:19]2[C:28]3[C:23](=[CH:24][C:25]([O:29][C:2]4[N:3]=[C:4]([OH:12])[C:5]5[CH:11]=[CH:10][N:9]=[CH:8][C:6]=5[N:7]=4)=[CH:26][CH:27]=3)[CH2:22][CH2:21][CH2:20]2)[CH:18]=[CH:17][CH:16]=[CH:15][CH:14]=1. (6) Given the reactants [H-].[Na+].[Cl:3][C:4]1[C:13]2[C:8](=[CH:9][CH:10]=[CH:11][CH:12]=2)[C:7]([OH:14])=[CH:6][N:5]=1.[CH2:15](Br)[CH:16]=[CH2:17], predict the reaction product. The product is: [CH2:17]([O:14][C:7]1[C:8]2[C:13](=[CH:12][CH:11]=[CH:10][CH:9]=2)[C:4]([Cl:3])=[N:5][CH:6]=1)[CH:16]=[CH2:15]. (7) Given the reactants [N:1]1([C:7]2[CH:8]=[C:9]3[C:13](=[CH:14][CH:15]=2)[NH:12][CH:11]=[CH:10]3)[CH2:6][CH2:5][NH:4][CH2:3][CH2:2]1.Br[CH2:17][CH2:18][C@@H:19]1[C:27]2[C:22](=[CH:23][CH:24]=[CH:25][CH:26]=2)[N:21](C(=O)C)[CH2:20]1, predict the reaction product. The product is: [NH:21]1[C:22]2[C:27](=[CH:26][CH:25]=[CH:24][CH:23]=2)[C@@H:19]([CH2:18][CH2:17][N:4]2[CH2:5][CH2:6][N:1]([C:7]3[CH:8]=[C:9]4[C:13](=[CH:14][CH:15]=3)[NH:12][CH:11]=[CH:10]4)[CH2:2][CH2:3]2)[CH2:20]1. (8) Given the reactants [N:1]([CH2:4][CH2:5][CH2:6][CH2:7][CH2:8][CH2:9][N:10]=[C:11]=[O:12])=[C:2]=[O:3].[Cl:13][CH2:14][CH2:15][CH2:16][OH:17].[C:18]([O-])(=O)[CH2:19]CCCCCCCCCC.C([O-])(=[O:44])CCCCCCCCCCC.C([Sn+2]CCCC)CCC.[CH2:55]([Cl:57])Cl, predict the reaction product. The product is: [CH2:9]([NH:10][C:11](=[O:44])[O:12][CH2:18][CH2:19][CH2:55][Cl:57])[CH2:8][CH2:7][CH2:6][CH2:5][CH2:4][NH:1][C:2](=[O:3])[O:17][CH2:16][CH2:15][CH2:14][Cl:13].